From a dataset of Forward reaction prediction with 1.9M reactions from USPTO patents (1976-2016). Predict the product of the given reaction. (1) Given the reactants [N:1]1([C:7]2[C:8]3[S:30][C:29]([CH:31]=O)=[CH:28][C:9]=3[N:10]=[C:11]([C:13]3[CH:18]=[CH:17][CH:16]=[C:15]([O:19][SiH2:20][C:21]([CH3:27])([CH3:26])[C:22]([CH3:25])([CH3:24])[CH3:23])[CH:14]=3)[N:12]=2)[CH2:6][CH2:5][O:4][CH2:3][CH2:2]1.[CH3:33][N:34]1[CH2:39][CH2:38][NH:37][CH2:36][CH2:35]1.C(O)(=O)C.C(O[BH-](OC(=O)C)OC(=O)C)(=O)C.[Na+], predict the reaction product. The product is: [CH3:33][N:34]1[CH2:39][CH2:38][N:37]([CH2:31][C:29]2[S:30][C:8]3[C:7]([N:1]4[CH2:2][CH2:3][O:4][CH2:5][CH2:6]4)=[N:12][C:11]([C:13]4[CH:18]=[CH:17][CH:16]=[C:15]([O:19][SiH2:20][C:21]([CH3:26])([CH3:27])[C:22]([CH3:25])([CH3:23])[CH3:24])[CH:14]=4)=[N:10][C:9]=3[CH:28]=2)[CH2:36][CH2:35]1. (2) Given the reactants [Cl:1][C:2]1[CH:10]=[C:6]([C:7]([OH:9])=O)[C:5]([OH:11])=[CH:4][CH:3]=1.[NH2:12][C:13]1[CH:14]=[C:15]([C:19]2[CH:24]=[CH:23][CH:22]=[CH:21][CH:20]=2)[CH:16]=[CH:17][CH:18]=1, predict the reaction product. The product is: [C:15]1([C:19]2[CH:20]=[CH:21][CH:22]=[CH:23][CH:24]=2)[CH:16]=[CH:17][CH:18]=[C:13]([NH:12][C:7](=[O:9])[C:6]2[CH:10]=[C:2]([Cl:1])[CH:3]=[CH:4][C:5]=2[OH:11])[CH:14]=1. (3) Given the reactants C[O:2][C:3]([C:5]1[CH:14]=[CH:13][C:12]2[C:7](=[C:8]([NH2:15])[CH:9]=[CH:10][CH:11]=2)[N:6]=1)=O.[NH3:16], predict the reaction product. The product is: [NH2:15][C:8]1[CH:9]=[CH:10][CH:11]=[C:12]2[C:7]=1[N:6]=[C:5]([C:3]([NH2:16])=[O:2])[CH:14]=[CH:13]2. (4) The product is: [CH2:1]([O:8][C:9]([N:11]1[CH2:15][CH2:14][CH:13]([CH2:16][NH:17][C:19]2[N:27]=[CH:26][N:25]=[C:24]3[C:20]=2[N:21]=[CH:22][NH:23]3)[CH2:12]1)=[O:10])[C:2]1[CH:7]=[CH:6][CH:5]=[CH:4][CH:3]=1. Given the reactants [CH2:1]([O:8][C:9]([N:11]1[CH2:15][CH2:14][CH:13]([CH2:16][NH2:17])[CH2:12]1)=[O:10])[C:2]1[CH:7]=[CH:6][CH:5]=[CH:4][CH:3]=1.Cl[C:19]1[N:27]=[CH:26][N:25]=[C:24]2[C:20]=1[N:21]=[CH:22][NH:23]2, predict the reaction product. (5) Given the reactants C(OC([NH:8][C@H:9]([C:20]([NH:22][C@@H:23]([C:25]([NH:27][CH2:28][C@H:29]([NH2:37])[CH2:30][C:31]1[CH:36]=[CH:35][CH:34]=[CH:33][CH:32]=1)=[O:26])[CH3:24])=[O:21])[CH2:10][C:11]1[C:16]([CH3:17])=[CH:15][C:14]([OH:18])=[CH:13][C:12]=1[CH3:19])=O)(C)(C)C.Cl, predict the reaction product. The product is: [CH3:19][C:12]1[CH:13]=[C:14]([OH:18])[CH:15]=[C:16]([CH3:17])[C:11]=1[CH2:10][C@@H:9]([C:20]([NH:22][C@@H:23]([C:25]([NH:27][CH2:28][C@H:29]([NH2:37])[CH2:30][C:31]1[CH:36]=[CH:35][CH:34]=[CH:33][CH:32]=1)=[O:26])[CH3:24])=[O:21])[NH2:8].